The task is: Predict the product of the given reaction.. This data is from Forward reaction prediction with 1.9M reactions from USPTO patents (1976-2016). (1) Given the reactants [C:1]1(B(O)O)[CH:6]=[CH:5][CH:4]=[CH:3][CH:2]=1.[C:10]1([C:16]#[C:17][C:18]2[CH:23]=[CH:22][CH:21]=[CH:20][CH:19]=2)[CH:15]=[CH:14][CH:13]=[CH:12][CH:11]=1.C1C=CC(P(C2C=CC=CC=2)C2C=CC=CC=2)=CC=1, predict the reaction product. The product is: [C:10]1([CH:16]=[C:17]([C:1]2[CH:6]=[CH:5][CH:4]=[CH:3][CH:2]=2)[C:18]2[CH:19]=[CH:20][CH:21]=[CH:22][CH:23]=2)[CH:15]=[CH:14][CH:13]=[CH:12][CH:11]=1. (2) Given the reactants Cl[CH2:2][C:3]1[N:7]([CH3:8])[C:6]([CH3:9])=[N:5][N:4]=1.C(N(CC)CC)C.NC(N)=S.[F:21][CH:22]1[C:26]([CH3:28])([CH3:27])[O:25][N:24]=[C:23]1[S:29](C)(=O)=O.C(=O)([O-])[O-].[K+].[K+], predict the reaction product. The product is: [CH3:8][N:7]1[C:6]([CH3:9])=[N:5][N:4]=[C:3]1[CH2:2][S:29][C:23]1[CH:22]([F:21])[C:26]([CH3:28])([CH3:27])[O:25][N:24]=1. (3) Given the reactants O[C:2]1C(C2[C@H](C(C)=C)CCC(C)=C2)=C(C=C(CCCCC)[CH:12]=1)OCC(O)=O.[CH3:28][C:29]1[CH2:34][CH2:33][C@@H:32]([C:35]([CH3:37])=[CH2:36])[CH:31]([C:38]2[C:43](=[O:44])[CH:42]=[C:41]([CH2:45][CH2:46][CH2:47][CH2:48][CH3:49])[C:40](=[O:50])[C:39]=2[O:51][CH2:52][C:53]([OH:55])=[O:54])[CH:30]=1.FC(F)(F)C(OC1C(OC(=O)C(F)(F)F)=C(I)C=CC=1)=O, predict the reaction product. The product is: [CH2:2]([CH:52]([O:51][C:39]1[C:40](=[O:50])[C:41]([CH2:45][CH2:46][CH2:47][CH2:48][CH3:49])=[CH:42][C:43](=[O:44])[C:38]=1[CH:31]1[C@H:32]([C:35]([CH3:37])=[CH2:36])[CH2:33][CH2:34][C:29]([CH3:28])=[CH:30]1)[C:53]([OH:55])=[O:54])[CH3:12]. (4) Given the reactants [N:1]1[CH:6]=[CH:5][C:4]([C:7]2[S:11][C:10]([C:12]([OH:14])=O)=[CH:9][CH:8]=2)=[CH:3][CH:2]=1.[F:15][C:16]1[CH:21]=[CH:20][CH:19]=[CH:18][C:17]=1[CH2:22][NH2:23], predict the reaction product. The product is: [F:15][C:16]1[CH:21]=[CH:20][CH:19]=[CH:18][C:17]=1[CH2:22][NH:23][C:12]([C:10]1[S:11][C:7]([C:4]2[CH:3]=[CH:2][N:1]=[CH:6][CH:5]=2)=[CH:8][CH:9]=1)=[O:14].